From a dataset of Forward reaction prediction with 1.9M reactions from USPTO patents (1976-2016). Predict the product of the given reaction. Given the reactants [F:1][C:2]1[CH:3]=[C:4]([CH:21]=[CH:22][CH:23]=1)[CH2:5][N:6]1[C:14]2[C:9](=[CH:10][CH:11]=[CH:12][CH:13]=2)[C:8]2([CH2:19][CH2:18][CH2:17][CH2:16][CH2:15]2)[C:7]1=[O:20].C([Li])CCC.[C:29]([SiH:33]([CH3:35])[CH3:34])([CH3:32])([CH3:31])[CH3:30].C1C[O:39][CH2:38][CH2:37]1, predict the reaction product. The product is: [Si:33]([O:39][CH2:38][CH2:37][CH:5]([N:6]1[C:14]2[C:9](=[CH:10][CH:11]=[CH:12][CH:13]=2)[C:8]2([CH2:19][CH2:18][CH2:17][CH2:16][CH2:15]2)[C:7]1=[O:20])[C:4]1[CH:21]=[CH:22][CH:23]=[C:2]([F:1])[CH:3]=1)([C:29]([CH3:32])([CH3:31])[CH3:30])([CH3:35])[CH3:34].